From a dataset of Catalyst prediction with 721,799 reactions and 888 catalyst types from USPTO. Predict which catalyst facilitates the given reaction. Reactant: [OH-].[Na+].[OH:3][CH:4]1[CH2:9][CH2:8][CH2:7][N:6]([C:10]2[CH:11]=[CH:12][C:13]([CH3:31])=[C:14]([CH:30]=2)[C:15]([NH:17][C:18]2[C:19]([CH3:29])=[C:20]([CH:25]=[CH:26][C:27]=2[CH3:28])[C:21]([O:23]C)=[O:22])=[O:16])[CH2:5]1.CO. Product: [OH:3][CH:4]1[CH2:9][CH2:8][CH2:7][N:6]([C:10]2[CH:11]=[CH:12][C:13]([CH3:31])=[C:14]([CH:30]=2)[C:15]([NH:17][C:18]2[C:19]([CH3:29])=[C:20]([CH:25]=[CH:26][C:27]=2[CH3:28])[C:21]([OH:23])=[O:22])=[O:16])[CH2:5]1. The catalyst class is: 1.